Dataset: Forward reaction prediction with 1.9M reactions from USPTO patents (1976-2016). Task: Predict the product of the given reaction. (1) Given the reactants [F:1][C:2]1[CH:11]=[C:10]2[C:5]([NH:6][C:7](=O)[C:8](=[O:21])[N:9]2[CH2:12][C:13]2[CH:18]=[CH:17][C:16]([O:19][CH3:20])=[CH:15][CH:14]=2)=[CH:4][C:3]=1[C:23]([O:25][CH3:26])=[O:24].O=P(Cl)(Cl)[Cl:29], predict the reaction product. The product is: [Cl:29][C:7]1[C:8](=[O:21])[N:9]([CH2:12][C:13]2[CH:18]=[CH:17][C:16]([O:19][CH3:20])=[CH:15][CH:14]=2)[C:10]2[C:5]([N:6]=1)=[CH:4][C:3]([C:23]([O:25][CH3:26])=[O:24])=[C:2]([F:1])[CH:11]=2. (2) Given the reactants [CH3:1][N:2]1[C:6]([C:7]2[O:8][C:9]([C:12]([O:14]CC)=[O:13])=[CH:10][N:11]=2)=[CH:5][CH:4]=[N:3]1.C1C(=O)N([Cl:24])C(=O)C1.[OH-].[Na+], predict the reaction product. The product is: [Cl:24][C:5]1[CH:4]=[N:3][N:2]([CH3:1])[C:6]=1[C:7]1[O:8][C:9]([C:12]([OH:14])=[O:13])=[CH:10][N:11]=1.